This data is from Forward reaction prediction with 1.9M reactions from USPTO patents (1976-2016). The task is: Predict the product of the given reaction. (1) The product is: [CH3:9][N:8]([CH3:10])[C:4]1[CH:3]=[C:2]([C:18]2([OH:21])[CH2:19][CH2:20][C:15]3([O:14][CH2:13][CH2:12][O:11]3)[CH2:16][CH2:17]2)[CH:7]=[CH:6][CH:5]=1. Given the reactants Br[C:2]1[CH:7]=[CH:6][CH:5]=[C:4]([N:8]([CH3:10])[CH3:9])[CH:3]=1.[O:11]1[C:15]2([CH2:20][CH2:19][C:18](=[O:21])[CH2:17][CH2:16]2)[O:14][CH2:13][CH2:12]1, predict the reaction product. (2) Given the reactants [OH:1][CH2:2][CH2:3][N:4]1[CH2:9][CH2:8][N:7]([CH2:10][CH2:11][CH2:12][C:13]2[C:21]3[CH2:20][CH2:19][CH2:18][CH2:17][C:16]=3[NH:15][C:14]=2[CH:22]=O)[CH2:6][CH2:5]1.CNS(C1C=C2C(=CC=1)NC(=O)/C/2=C\C1NC2CCCCC=2C=1CCCN1CCC(O)CC1)(=O)=O.[CH2:59]([S:61]([C:64]1[CH:65]=[C:66]2[C:70](=[CH:71][CH:72]=1)[NH:69][C:68](=[O:73])[CH2:67]2)(=[O:63])=[O:62])[CH3:60], predict the reaction product. The product is: [CH2:59]([S:61]([C:64]1[CH:65]=[C:66]2[C:70](=[CH:71][CH:72]=1)[NH:69][C:68](=[O:73])/[C:67]/2=[CH:22]\[C:14]1[NH:15][C:16]2[CH2:17][CH2:18][CH2:19][CH2:20][C:21]=2[C:13]=1[CH2:12][CH2:11][CH2:10][N:7]1[CH2:6][CH2:5][N:4]([CH2:3][CH2:2][OH:1])[CH2:9][CH2:8]1)(=[O:62])=[O:63])[CH3:60]. (3) Given the reactants CO[C:3](=[O:10])[CH2:4][C:5](=[O:9])[CH:6]([CH3:8])[CH3:7].[OH:11][CH:12]1[CH2:17][CH2:16][NH:15][CH2:14][CH2:13]1, predict the reaction product. The product is: [OH:11][CH:12]1[CH2:17][CH2:16][N:15]([C:3](=[O:10])[CH2:4][C:5](=[O:9])[CH:6]([CH3:7])[CH3:8])[CH2:14][CH2:13]1.